Dataset: Reaction yield outcomes from USPTO patents with 853,638 reactions. Task: Predict the reaction yield, written as a fraction of the theoretical maximum amount of product (1.0 means a 100% yield; for example, 0.34 means a 34% yield). (1) The reactants are [F:1][C:2]1[CH:3]=[C:4]([CH3:13])[CH:5]=[C:6]2[C:10]=1[NH:9][C:8](=O)[C:7]2=O.[H-].[H-].[H-].[H-].[Li+].[Al+3].O.[OH-].[Na+]. The catalyst is C1COCC1. The product is [F:1][C:2]1[CH:3]=[C:4]([CH3:13])[CH:5]=[C:6]2[C:10]=1[NH:9][CH:8]=[CH:7]2. The yield is 0.410. (2) The reactants are [Cl:1][C:2]1[N:7]=[C:6](Cl)[C:5]([S:9][CH3:10])=[CH:4][N:3]=1.C([O-])([O-])=O.[Na+].[Na+].[NH:17]1[CH2:22][CH2:21][O:20][CH2:19][CH2:18]1.CC(=O)OCC. The catalyst is CC(C)=O. The product is [Cl:1][C:2]1[N:7]=[C:6]([N:17]2[CH2:22][CH2:21][O:20][CH2:19][CH2:18]2)[C:5]([S:9][CH3:10])=[CH:4][N:3]=1. The yield is 0.470. (3) The reactants are [CH3:1][O:2][C:3]1[CH:8]=[CH:7][CH:6]=[CH:5][C:4]=1[C:9]([C:11]1[C:20]([N+:21]([O-])=O)=[C:19]2[C:14]([CH:15]=[CH:16][CH:17]=[N:18]2)=[CH:13][CH:12]=1)=[O:10]. The catalyst is C1COCC1.[Pd]. The product is [NH2:21][C:20]1[C:11]([C:9]([C:4]2[CH:5]=[CH:6][CH:7]=[CH:8][C:3]=2[O:2][CH3:1])=[O:10])=[CH:12][CH:13]=[C:14]2[C:19]=1[N:18]=[CH:17][CH:16]=[CH:15]2. The yield is 0.570. (4) The reactants are C1COCC1.[Br:6][C:7]1[CH:12]=[CH:11][C:10]([O:13][CH2:14][CH2:15]Cl)=[CH:9][CH:8]=1.C(O[K])(C)(C)C. The catalyst is O. The product is [Br:6][C:7]1[CH:12]=[CH:11][C:10]([O:13][CH:14]=[CH2:15])=[CH:9][CH:8]=1. The yield is 0.790. (5) The reactants are [Cl:1][C:2]1[CH:3]=[C:4]([C:8]([CH3:12])=[CH:9][C:10]=1[Cl:11])[C:5]([OH:7])=[O:6].S(=O)(=O)(O)O.[CH2:18](O)[CH3:19]. No catalyst specified. The product is [Cl:1][C:2]1[CH:3]=[C:4]([C:8]([CH3:12])=[CH:9][C:10]=1[Cl:11])[C:5]([O:7][CH2:18][CH3:19])=[O:6]. The yield is 0.970. (6) The reactants are [Cl:1][C:2]1[CH:3]=[C:4]([N:11]2[C:20]3[C:15](=[CH:16][C:17]([S:21]([NH:24][C:25]4[CH:29]=[CH:28][O:27][N:26]=4)(=[O:23])=[O:22])=[CH:18][CH:19]=3)[CH:14]=[CH:13][C:12]2=[O:30])[C:5]([O:9][CH3:10])=[N:6][C:7]=1Cl.Cl.[F:32][C:33]1([F:37])[CH2:36][NH:35][CH2:34]1.C(=O)([O-])[O-].[K+].[K+]. The catalyst is CS(C)=O. The product is [Cl:1][C:2]1[CH:3]=[C:4]([N:11]2[C:20]3[C:15](=[CH:16][C:17]([S:21]([NH:24][C:25]4[CH:29]=[CH:28][O:27][N:26]=4)(=[O:23])=[O:22])=[CH:18][CH:19]=3)[CH:14]=[CH:13][C:12]2=[O:30])[C:5]([O:9][CH3:10])=[N:6][C:7]=1[N:35]1[CH2:36][C:33]([F:37])([F:32])[CH2:34]1. The yield is 0.339.